From a dataset of Peptide-MHC class I binding affinity with 185,985 pairs from IEDB/IMGT. Regression. Given a peptide amino acid sequence and an MHC pseudo amino acid sequence, predict their binding affinity value. This is MHC class I binding data. (1) The MHC is HLA-A02:03 with pseudo-sequence HLA-A02:03. The binding affinity (normalized) is 0. The peptide sequence is AQGYKVLVL. (2) The peptide sequence is ALDLSHFLK. The MHC is HLA-B18:01 with pseudo-sequence HLA-B18:01. The binding affinity (normalized) is 0. (3) The binding affinity (normalized) is 0.650. The MHC is HLA-B57:01 with pseudo-sequence HLA-B57:01. The peptide sequence is KQIQRVETW. (4) The peptide sequence is YLGHSAGFTA. The MHC is HLA-A68:02 with pseudo-sequence HLA-A68:02. The binding affinity (normalized) is 0.167.